Dataset: PAMPA (Parallel Artificial Membrane Permeability Assay) permeability data from NCATS. Task: Regression/Classification. Given a drug SMILES string, predict its absorption, distribution, metabolism, or excretion properties. Task type varies by dataset: regression for continuous measurements (e.g., permeability, clearance, half-life) or binary classification for categorical outcomes (e.g., BBB penetration, CYP inhibition). Dataset: pampa_ncats. (1) The molecule is CC1=C(C(N2C(=C(C=N2)C(=O)NC3=CC=C(C=C3)F)N1)C4=CC=C(C=C4)Cl)C(=O)NC5=CC=CC=C5OC. The result is 1 (high permeability). (2) The drug is CN1C=CC2=C(N=C(C=C21)C3=CC=C(C=C3)CO)C(=O)NCC4=CN=CC=C4. The result is 1 (high permeability). (3) The compound is CC1=CC=C(C=C1)S(=O)(=O)NC2=C(C=CC(=C2)Br)C(=O)NC3=NC(=CS3)C4=CC=CC=C4. The result is 0 (low-to-moderate permeability). (4) The compound is CCN1C2=C(C=CC(=C2)C(=O)NCC3=CC=C(C=C3)F)[S@@](=O)C4=CC=CC=C4C1=O. The result is 1 (high permeability). (5) The drug is CC1=CC=C(C=C1)S(=O)(=O)NC2=C(C=CN=C2)C(=O)NC3=NC(=CS3)C4=CC=C(C=C4)C5=CC=CC=C5. The result is 0 (low-to-moderate permeability). (6) The molecule is CC1=C(C2=CC=CC=C2N1C3=CC=C(C=C3)OC)C(=O)C. The result is 1 (high permeability). (7) The drug is C1CC(CN(C1)C2=NC(=NC3=C2CCC3)C4=CC=CC=C4)C(=O)N5CCC(CC5)N. The result is 1 (high permeability).